From a dataset of Peptide-MHC class I binding affinity with 185,985 pairs from IEDB/IMGT. Regression. Given a peptide amino acid sequence and an MHC pseudo amino acid sequence, predict their binding affinity value. This is MHC class I binding data. The peptide sequence is RRQDILDLWIY. The MHC is HLA-B58:01 with pseudo-sequence HLA-B58:01. The binding affinity (normalized) is 0.0161.